Dataset: Forward reaction prediction with 1.9M reactions from USPTO patents (1976-2016). Task: Predict the product of the given reaction. (1) Given the reactants [C:12]([O:11][C:9](O[C:9]([O:11][C:12]([CH3:15])([CH3:14])[CH3:13])=[O:10])=[O:10])([CH3:15])([CH3:14])[CH3:13].[CH2:16]([O:18][C:19]([C@@H:21]1[CH:25]2[CH2:26][CH2:27][CH2:28][CH:24]2[CH2:23][NH:22]1)=[O:20])[CH3:17], predict the reaction product. The product is: [CH2:16]([O:18][C:19]([C@@H:21]1[CH:25]2[CH2:26][CH2:27][CH2:28][CH:24]2[CH2:23][N:22]1[C:9]([O:11][C:12]([CH3:13])([CH3:14])[CH3:15])=[O:10])=[O:20])[CH3:17]. (2) Given the reactants Cl[C:2]1[N:6]([CH3:7])[N:5]=[CH:4][C:3]=1[C:8]1[N:9]=[N:10][N:11]([CH3:13])[N:12]=1.CN(C=O)C.[H-].[Na+].[CH2:21]([SH:28])[C:22]1[CH:27]=[CH:26][CH:25]=[CH:24][CH:23]=1, predict the reaction product. The product is: [CH2:21]([S:28][C:2]1[N:6]([CH3:7])[N:5]=[CH:4][C:3]=1[C:8]1[N:9]=[N:10][N:11]([CH3:13])[N:12]=1)[C:22]1[CH:27]=[CH:26][CH:25]=[CH:24][CH:23]=1. (3) Given the reactants [NH:1]1[CH2:6][CH2:5][NH:4][C:3]2[CH:7]=[N:8][CH:9]=[CH:10][C:2]1=2.[C:11](OC([O-])=O)([O:13][C:14]([CH3:17])([CH3:16])[CH3:15])=[O:12], predict the reaction product. The product is: [C:14]([O:13][C:11]([N:8]1[CH:9]=[CH:10][C:2]2[C:3]([NH:4][CH2:5][CH2:6][N:1]=2)=[CH:7]1)=[O:12])([CH3:17])([CH3:16])[CH3:15]. (4) Given the reactants [Cl:1][C:2]1[S:6][C:5]([S:7]([NH:10][CH:11]([CH2:14][OH:15])[CH2:12][OH:13])(=[O:9])=[O:8])=[CH:4][CH:3]=1.CO[CH:18](OC)[C:19](=O)[CH3:20].O.C1(C)C=CC(S(O)(=O)=O)=CC=1.C([O-])(O)=O.[Na+], predict the reaction product. The product is: [Cl:1][C:2]1[S:6][C:5]([S:7]([NH:10][CH:11]2[CH2:12][O:13][C:19]([CH3:20])([CH3:18])[O:15][CH2:14]2)(=[O:9])=[O:8])=[CH:4][CH:3]=1. (5) Given the reactants [C:1]1([CH3:20])[CH:6]=[CH:5][C:4]([CH:7]2[C:11]3[NH:12][C:13]([C:15]([O:17]CC)=[O:16])=[CH:14][C:10]=3[CH2:9][CH2:8]2)=[CH:3][CH:2]=1.[OH-].[Na+].CO, predict the reaction product. The product is: [C:1]1([CH3:20])[CH:2]=[CH:3][C:4]([CH:7]2[C:11]3[NH:12][C:13]([C:15]([OH:17])=[O:16])=[CH:14][C:10]=3[CH2:9][CH2:8]2)=[CH:5][CH:6]=1. (6) Given the reactants [C-]#N.[Na+].Br[C:5]1[CH:6]=[C:7]2[C:11](=[CH:12][CH:13]=1)[N:10]([S:14]([C:17]1[CH:22]=[CH:21][C:20]([CH3:23])=[CH:19][CH:18]=1)(=[O:16])=[O:15])[CH:9]=[CH:8]2.[CH3:24][NH:25]CCNC.[OH-].[NH4+], predict the reaction product. The product is: [C:20]1([CH3:23])[CH:21]=[CH:22][C:17]([S:14]([N:10]2[C:11]3[C:7](=[CH:6][C:5]([C:24]#[N:25])=[CH:13][CH:12]=3)[CH:8]=[CH:9]2)(=[O:16])=[O:15])=[CH:18][CH:19]=1.